Dataset: Peptide-MHC class I binding affinity with 185,985 pairs from IEDB/IMGT. Task: Regression. Given a peptide amino acid sequence and an MHC pseudo amino acid sequence, predict their binding affinity value. This is MHC class I binding data. (1) The peptide sequence is QPKKAAAAL. The MHC is HLA-B39:01 with pseudo-sequence HLA-B39:01. The binding affinity (normalized) is 0.359. (2) The peptide sequence is RYRRLIQIL. The MHC is HLA-A02:06 with pseudo-sequence HLA-A02:06. The binding affinity (normalized) is 0.0847. (3) The peptide sequence is RLHKECLLRL. The MHC is HLA-A02:01 with pseudo-sequence HLA-A02:01. The binding affinity (normalized) is 0.436. (4) The peptide sequence is YEVPAALIL. The MHC is HLA-A69:01 with pseudo-sequence HLA-A69:01. The binding affinity (normalized) is 0.0847. (5) The peptide sequence is QVTWIPEWDFI. The MHC is Mamu-A02 with pseudo-sequence Mamu-A02. The binding affinity (normalized) is 0.0389. (6) The peptide sequence is NPKLRNCRI. The MHC is HLA-B40:01 with pseudo-sequence HLA-B40:01. The binding affinity (normalized) is 0.0847. (7) The binding affinity (normalized) is 0.0847. The MHC is HLA-B40:01 with pseudo-sequence HLA-B40:01. The peptide sequence is RVYKNYDPR. (8) The peptide sequence is VPSAEDNYL. The binding affinity (normalized) is 0.363. The MHC is HLA-B35:01 with pseudo-sequence HLA-B35:01.